This data is from Reaction yield outcomes from USPTO patents with 853,638 reactions. The task is: Predict the reaction yield, written as a fraction of the theoretical maximum amount of product (1.0 means a 100% yield; for example, 0.34 means a 34% yield). (1) The reactants are [F:1][C:2]1[CH:3]=[CH:4][C:5]([O:10][C:11]2[CH:20]=[CH:19][C:14]3[C:15]([CH3:18])=[N:16][O:17][C:13]=3[CH:12]=2)=[C:6]([CH:9]=1)[CH2:7][NH2:8].FC(F)(F)C[O:24][C:25](=O)[NH:26][C:27]1[N:28]([C:36]2[CH:41]=[CH:40][C:39]([CH3:42])=[CH:38][CH:37]=2)[N:29]=[C:30]([C:32]([CH3:35])([CH3:34])[CH3:33])[CH:31]=1.C(N(C(C)C)CC)(C)C. The catalyst is CN(C=O)C. The product is [C:32]([C:30]1[CH:31]=[C:27]([NH:26][C:25]([NH:8][CH2:7][C:6]2[CH:9]=[C:2]([F:1])[CH:3]=[CH:4][C:5]=2[O:10][C:11]2[CH:20]=[CH:19][C:14]3[C:15]([CH3:18])=[N:16][O:17][C:13]=3[CH:12]=2)=[O:24])[N:28]([C:36]2[CH:41]=[CH:40][C:39]([CH3:42])=[CH:38][CH:37]=2)[N:29]=1)([CH3:35])([CH3:33])[CH3:34]. The yield is 0.770. (2) The reactants are [CH3:1][O:2][C:3]([C:5]1[C:10]([C:11]2[C:21]3[CH:22]=[CH:23][C:24]([OH:26])=[CH:25][C:20]=3[O:19][C:18]3[C:12]=2[CH:13]=[CH:14][C:15]([CH:17]=3)=[O:16])=[CH:9][CH:8]=[CH:7][CH:6]=1)=[O:4].C(=O)([O-])[O-].[K+].[K+].Br[CH2:34][C:35]1[CH:40]=[CH:39][C:38]([B:41]2[O:49][C:46]([CH3:48])([CH3:47])[C:43]([CH3:45])([CH3:44])[O:42]2)=[CH:37][CH:36]=1. The catalyst is CN(C=O)C. The product is [O:16]=[C:15]1[CH:17]=[C:18]2[C:12](=[C:11]([C:10]3[CH:9]=[CH:8][CH:7]=[CH:6][C:5]=3[C:3]([O:2][CH3:1])=[O:4])[C:21]3[C:20]([O:19]2)=[CH:25][C:24]([O:26][CH2:34][C:35]2[CH:36]=[CH:37][C:38]([B:41]4[O:42][C:43]([CH3:45])([CH3:44])[C:46]([CH3:48])([CH3:47])[O:49]4)=[CH:39][CH:40]=2)=[CH:23][CH:22]=3)[CH:13]=[CH:14]1. The yield is 0.490. (3) The reactants are Cl.[NH2:2][C:3]1[N:4]([CH2:26][CH3:27])[C:5]2[C:10]([C:11](=[O:24])[C:12]=1[C:13]([NH:15][CH2:16][CH:17](OCC)OCC)=[NH:14])=[CH:9][CH:8]=[C:7]([I:25])[CH:6]=2.[OH-].[Na+].[NH4+].[OH-]. The catalyst is O. The product is [NH2:2][C:3]1[N:4]([CH2:26][CH3:27])[C:5]2[C:10]([C:11](=[O:24])[C:12]=1[C:13]1[NH:14][CH:17]=[CH:16][N:15]=1)=[CH:9][CH:8]=[C:7]([I:25])[CH:6]=2. The yield is 0.760. (4) The reactants are C(OC([NH:11][C:12]1[CH:13]=[N:14][CH:15]=[CH:16][C:17]=1[C@@H:18]1[CH2:27][C@H:26]([CH3:28])[C:21]2([O:25][CH2:24][CH2:23][O:22]2)[C@H:20]([NH:29][C:30](=[O:39])[O:31][CH2:32][C:33]2[CH:38]=[CH:37][CH:36]=[CH:35][CH:34]=2)[CH2:19]1)=O)C1C=CC=CC=1.C(ON1C(=O)CCC1=O)(OCC1C=CC=CC=1)=O. The catalyst is CO.C(Cl)Cl.CCOC(C)=O.[Pd]. The product is [NH2:11][C:12]1[CH:13]=[N:14][CH:15]=[CH:16][C:17]=1[C@H:18]1[CH2:27][C@@H:26]([CH3:28])[C:21]2([O:22][CH2:23][CH2:24][O:25]2)[C@@H:20]([NH:29][C:30](=[O:39])[O:31][CH2:32][C:33]2[CH:34]=[CH:35][CH:36]=[CH:37][CH:38]=2)[CH2:19]1.[NH2:11][C:12]1[CH:13]=[N:14][CH:15]=[CH:16][C:17]=1[C@@H:18]1[CH2:27][C@H:26]([CH3:28])[C:21]2([O:22][CH2:23][CH2:24][O:25]2)[C@H:20]([NH:29][C:30](=[O:39])[O:31][CH2:32][C:33]2[CH:34]=[CH:35][CH:36]=[CH:37][CH:38]=2)[CH2:19]1. The yield is 0.280. (5) The reactants are C[O:2][C:3]1[CH:12]=[CH:11][C:10]2[NH:9][C:8](=[O:13])[C:7]3[S:14][CH:15]=[CH:16][C:6]=3[C:5]=2[C:4]=1[C:17]1[CH:22]=[CH:21][C:20]([CH2:23][CH2:24][C:25]#[N:26])=[CH:19][CH:18]=1.BrB(Br)Br. No catalyst specified. The product is [OH:2][C:3]1[CH:12]=[CH:11][C:10]2[NH:9][C:8](=[O:13])[C:7]3[S:14][CH:15]=[CH:16][C:6]=3[C:5]=2[C:4]=1[C:17]1[CH:22]=[CH:21][C:20]([CH2:23][CH2:24][C:25]#[N:26])=[CH:19][CH:18]=1. The yield is 0.130. (6) The reactants are [C:1](O)([C:3]([F:6])([F:5])[F:4])=[O:2].[C:1](O[C:1]([C:3]([F:6])([F:5])[F:4])=[O:2])([C:3]([F:6])([F:5])[F:4])=[O:2].[Br:21][C:22]1[CH:23]=[C:24]([NH:30][CH2:31][CH:32](OCC)OCC)[CH:25]=[C:26]([O:28][CH3:29])[CH:27]=1. The product is [Br:21][C:22]1[CH:23]=[C:24]2[C:25]([CH:32]=[CH:31][N:30]2[C:1](=[O:2])[C:3]([F:6])([F:5])[F:4])=[C:26]([O:28][CH3:29])[CH:27]=1. The catalyst is C(O)(C(F)(F)F)=O. The yield is 0.850. (7) The reactants are [CH2:1]([O:8][CH2:9][C:10]1[NH:11][CH:12]=[C:13]([C:15]2[C:16]([C:21]3[CH:26]=[CH:25][CH:24]=[CH:23][CH:22]=3)=[N:17][O:18][C:19]=2[CH3:20])[N:14]=1)[C:2]1[CH:7]=[CH:6][CH:5]=[CH:4][CH:3]=1.F[C:28]1[CH:35]=[CH:34][C:31]([C:32]#[N:33])=[CH:30][CH:29]=1. No catalyst specified. The product is [CH2:1]([O:8][CH2:9][C:10]1[N:11]([C:28]2[CH:35]=[CH:34][C:31]([C:32]#[N:33])=[CH:30][CH:29]=2)[CH:12]=[C:13]([C:15]2[C:16]([C:21]3[CH:26]=[CH:25][CH:24]=[CH:23][CH:22]=3)=[N:17][O:18][C:19]=2[CH3:20])[N:14]=1)[C:2]1[CH:3]=[CH:4][CH:5]=[CH:6][CH:7]=1. The yield is 0.820.